The task is: Binary Classification. Given a drug SMILES string, predict its activity (active/inactive) in a high-throughput screening assay against a specified biological target.. This data is from HIV replication inhibition screening data with 41,000+ compounds from the AIDS Antiviral Screen. (1) The drug is O=C1C(Cl)N(c2ccccc2)C1c1c[nH]c2ccccc12. The result is 0 (inactive). (2) The drug is COc1cc(OC)c(C=Cc2ccncn2)c(OC)c1. The result is 0 (inactive). (3) The molecule is CCCCCCCCCCCCCCCc1cc(=O)c2c(O)cc(O)cc2o1. The result is 0 (inactive). (4) The drug is COC(=O)C1Cc2c(n(C)c3ccccc23)C(c2ccccc2)N1. The result is 0 (inactive). (5) The compound is CC(C)(C)CC1=CC(=C2C=C(CC(C)(C)C)C(=O)C(CC(C)(C)C)=C2)C=C(CC(C)(C)C)C1=O. The result is 0 (inactive). (6) The compound is CCOC(=O)c1ccc(CS(=O)(=O)c2ccc(C)cc2)c([N+](=O)[O-])c1. The result is 0 (inactive). (7) The drug is CCOC(=O)N1c2c(c3ccccc3n2C(=O)OCC)C(=O)C(OC)N1C(=O)OCC. The result is 0 (inactive). (8) The drug is NC1=C(Cl)C(=O)c2ccccc2C1=O. The result is 0 (inactive). (9) The compound is Cc1ccc2c(CC(=O)O)cc(=O)oc2c1. The result is 0 (inactive). (10) The drug is CC=CC#CC#CC(O)C(C=CCCCO)OC1OC(COC2OC(CO)C(O)C(O)C2O)C(O)C(O)C1O. The result is 0 (inactive).